This data is from Full USPTO retrosynthesis dataset with 1.9M reactions from patents (1976-2016). The task is: Predict the reactants needed to synthesize the given product. (1) Given the product [F:1][C:2]1[CH:3]=[CH:4][C:5]([O:12][CH2:13][CH2:14][C:15]2[CH:20]=[CH:19][C:18]([C:21]([F:22])([F:23])[F:24])=[CH:17][CH:16]=2)=[C:6]([CH:11]=1)[CH2:7][OH:8], predict the reactants needed to synthesize it. The reactants are: [F:1][C:2]1[CH:3]=[CH:4][C:5]([O:12][CH2:13][CH2:14][C:15]2[CH:20]=[CH:19][C:18]([C:21]([F:24])([F:23])[F:22])=[CH:17][CH:16]=2)=[C:6]([CH:11]=1)[C:7](OC)=[O:8].[H-].[Al+3].[Li+].[H-].[H-].[H-].Cl. (2) Given the product [C:1]([O:5][C:6](=[O:24])[NH:7][C:8]1[CH:13]=[C:12]([N:14]2[CH2:18][CH2:17][CH2:16][CH2:15]2)[C:11]([C:19]([F:21])([F:22])[F:20])=[CH:10][C:9]=1[NH:23][C:30](=[O:29])[CH2:31][C:32](=[O:52])[C:33]1[CH:38]=[CH:37][CH:36]=[C:35]([C:39]2[CH:43]=[C:42]([CH2:44][O:45][CH:46]3[CH2:51][CH2:50][CH2:49][CH2:48][O:47]3)[O:41][N:40]=2)[CH:34]=1)([CH3:4])([CH3:2])[CH3:3], predict the reactants needed to synthesize it. The reactants are: [C:1]([O:5][C:6](=[O:24])[NH:7][C:8]1[CH:13]=[C:12]([N:14]2[CH2:18][CH2:17][CH2:16][CH2:15]2)[C:11]([C:19]([F:22])([F:21])[F:20])=[CH:10][C:9]=1[NH2:23])([CH3:4])([CH3:3])[CH3:2].C([O:29][C:30](=O)[CH2:31][C:32](=[O:52])[C:33]1[CH:38]=[CH:37][CH:36]=[C:35]([C:39]2[CH:43]=[C:42]([CH2:44][O:45][CH:46]3[CH2:51][CH2:50][CH2:49][CH2:48][O:47]3)[O:41][N:40]=2)[CH:34]=1)(C)(C)C. (3) Given the product [CH:1]1([S:11]([C:12]2[CH:13]=[C:14]([N:18]3[C:27](=[O:28])[C:26]4[C:21](=[CH:22][CH:23]=[CH:24][CH:25]=4)[NH:20][C:19]3=[O:29])[CH:15]=[CH:16][CH:17]=2)=[O:38])[C:10]2[C:5](=[CH:6][CH:7]=[CH:8][CH:9]=2)[CH2:4][CH2:3][CH2:2]1, predict the reactants needed to synthesize it. The reactants are: [CH:1]1([S:11][C:12]2[CH:13]=[C:14]([N:18]3[C:27](=[O:28])[C:26]4[C:21](=[CH:22][CH:23]=[CH:24][CH:25]=4)[NH:20][C:19]3=[O:29])[CH:15]=[CH:16][CH:17]=2)[C:10]2[C:5](=[CH:6][CH:7]=[CH:8][CH:9]=2)[CH2:4][CH2:3][CH2:2]1.ClC1C=CC=C(C(OO)=[O:38])C=1.O. (4) Given the product [CH3:34][O:33][C@H:18]1[C@@H:19]2[C@:24]([CH3:25])([CH2:23][CH2:22][C@@H:21]([O:29][CH2:30][O:31][CH3:32])[CH2:20]2)[C@@H:26]2[C@H:16]([C@H:13]3[C@@:11]([CH2:28][CH2:27]2)([CH3:12])[C@@H:10]([CH2:9][OH:8])[CH2:15][CH2:14]3)[CH2:17]1, predict the reactants needed to synthesize it. The reactants are: C([O:8][CH2:9][C@H:10]1[CH2:15][CH2:14][C@H:13]2[C@H:16]3[C@H:26]([CH2:27][CH2:28][C@:11]12[CH3:12])[C@:24]1([CH3:25])[C@H:19]([CH2:20][C@H:21]([O:29][CH2:30][O:31][CH3:32])[CH2:22][CH2:23]1)[C@H:18]([O:33][CH3:34])[CH2:17]3)C1C=CC=CC=1. (5) Given the product [F:19][C:20]1[CH:21]=[C:22]([C:7]2[C:8]([C:13]([O:15][CH3:16])=[O:14])=[N:9][CH:10]=[CH:11][CH:12]=2)[CH:23]=[CH:24][C:25]=1[CH:26]=[O:27], predict the reactants needed to synthesize it. The reactants are: FC(F)(F)S(O[C:7]1[C:8]([C:13]([O:15][CH3:16])=[O:14])=[N:9][CH:10]=[CH:11][CH:12]=1)(=O)=O.[F:19][C:20]1[CH:21]=[C:22](B(O)O)[CH:23]=[CH:24][C:25]=1[CH:26]=[O:27].C(=O)([O-])[O-].[K+].[K+]. (6) Given the product [F:14][C:8]1[CH:7]=[C:6]([CH2:5][C:1]#[N:2])[CH:11]=[CH:10][C:9]=1[O:12][CH3:13], predict the reactants needed to synthesize it. The reactants are: [C-:1]#[N:2].[K+].Cl[CH2:5][C:6]1[CH:11]=[CH:10][C:9]([O:12][CH3:13])=[C:8]([F:14])[CH:7]=1. (7) Given the product [N+:14]([C:17]1[CH:18]=[CH:19][C:20]([C:21]([O:1][C@H:2]2[CH2:3][C@H:4]([NH:6][C:7]([O:8][C:9]([CH3:10])([CH3:12])[CH3:11])=[O:13])[CH2:5]2)=[O:22])=[CH:24][CH:25]=1)([O-:16])=[O:15], predict the reactants needed to synthesize it. The reactants are: [OH:1][C@H:2]1[CH2:5][C@H:4]([NH:6][C:7](=[O:13])[O:8][C:9]([CH3:12])([CH3:11])[CH3:10])[CH2:3]1.[N+:14]([C:17]1[CH:25]=[CH:24][C:20]([C:21](O)=[O:22])=[CH:19][CH:18]=1)([O-:16])=[O:15].C1(P(C2C=CC=CC=2)C2C=CC=CC=2)C=CC=CC=1.N(/C(OC(C)C)=O)=N\C(OC(C)C)=O.